This data is from Forward reaction prediction with 1.9M reactions from USPTO patents (1976-2016). The task is: Predict the product of the given reaction. (1) The product is: [O:1]1[CH2:5][CH2:4][CH:3]([CH2:6][O:7][C:9]2[N:10]=[C:11]([OH:19])[C:12]3[CH:18]=[CH:17][N:16]=[CH:15][C:13]=3[N:14]=2)[CH2:2]1. Given the reactants [O:1]1[CH2:5][CH2:4][CH:3]([CH2:6][OH:7])[CH2:2]1.Cl[C:9]1[N:10]=[C:11]([OH:19])[C:12]2[CH:18]=[CH:17][N:16]=[CH:15][C:13]=2[N:14]=1, predict the reaction product. (2) Given the reactants Cl[C:2]1[CH:11]=[C:10]2[C:5]([C:6]([C:28]3[CH:29]=[C:30](/[CH:34]=[CH:35]/[C:36]([O:38][CH2:39][CH3:40])=[O:37])[CH:31]=[CH:32][CH:33]=3)=[C:7]([CH2:13][C:14]([NH:16][C:17]3[CH:22]=[CH:21][C:20]([F:23])=[CH:19][C:18]=3[C:24]([F:27])([F:26])[F:25])=[O:15])[C:8](=[O:12])[O:9]2)=[CH:4][CH:3]=1, predict the reaction product. The product is: [F:23][C:20]1[CH:21]=[CH:22][C:17]([NH:16][C:14](=[O:15])[CH2:13][C:7]2[C:8](=[O:12])[O:9][C:10]3[C:5]([C:6]=2[C:28]2[CH:29]=[C:30]([CH2:34][CH2:35][C:36]([O:38][CH2:39][CH3:40])=[O:37])[CH:31]=[CH:32][CH:33]=2)=[CH:4][CH:3]=[CH:2][CH:11]=3)=[C:18]([C:24]([F:27])([F:25])[F:26])[CH:19]=1. (3) Given the reactants CN(C(ON1N=NC2C=CC=CC1=2)=[N+](C)C)C.F[P-](F)(F)(F)(F)F.Cl.Cl.[CH3:27][C@H:28]1[C:36]2[C:35]([N:37]3[CH2:42][CH2:41][NH:40][CH2:39][CH2:38]3)=[N:34][CH:33]=[N:32][C:31]=2[CH2:30][S:29]1.[Cl:43][C:44]1[CH:49]=[CH:48][C:47]([CH:50]([CH2:54][N:55]2[CH2:57][CH:56]2[CH3:58])[C:51](O)=[O:52])=[CH:46][CH:45]=1, predict the reaction product. The product is: [Cl:43][C:44]1[CH:49]=[CH:48][C:47]([CH:50]([CH2:54][N:55]2[CH2:57][CH:56]2[CH3:58])[C:51]([N:40]2[CH2:41][CH2:42][N:37]([C:35]3[C:36]4[C@H:28]([CH3:27])[S:29][CH2:30][C:31]=4[N:32]=[CH:33][N:34]=3)[CH2:38][CH2:39]2)=[O:52])=[CH:46][CH:45]=1. (4) The product is: [N+:12]([C:9]1[CH:10]=[CH:11][C:6]([CH:5]([CH2:17][CH:18]2[CH2:23][CH2:22][O:21][CH2:20][CH2:19]2)[C:4]([O:3][CH2:1][CH3:2])=[O:15])=[CH:7][CH:8]=1)([O-:14])=[O:13]. Given the reactants [CH2:1]([O:3][C:4](=[O:15])[CH2:5][C:6]1[CH:11]=[CH:10][C:9]([N+:12]([O-:14])=[O:13])=[CH:8][CH:7]=1)[CH3:2].I[CH2:17][CH:18]1[CH2:23][CH2:22][O:21][CH2:20][CH2:19]1, predict the reaction product. (5) Given the reactants [F:1][C:2]([F:22])([F:21])[O:3][C:4]1[CH:20]=[CH:19][C:7]([CH2:8][C:9]2[CH:10]=[C:11]([CH:16]=[CH:17][N:18]=2)[C:12]([O:14][CH3:15])=[O:13])=[CH:6][CH:5]=1, predict the reaction product. The product is: [F:21][C:2]([F:1])([F:22])[O:3][C:4]1[CH:5]=[CH:6][C:7]([CH2:8][CH:9]2[CH2:10][CH:11]([C:12]([O:14][CH3:15])=[O:13])[CH2:16][CH2:17][NH:18]2)=[CH:19][CH:20]=1. (6) Given the reactants F[C:2]1[CH:10]=[CH:9][C:8]([S:11]([CH3:14])(=[O:13])=[O:12])=[CH:7][C:3]=1[C:4]([OH:6])=[O:5].[CH3:15][CH2:16][CH:17]([OH:19])[CH3:18], predict the reaction product. The product is: [C@H:17]([O:19][C:2]1[CH:10]=[CH:9][C:8]([S:11]([CH3:14])(=[O:13])=[O:12])=[CH:7][C:3]=1[C:4]([OH:6])=[O:5])([CH2:16][CH3:15])[CH3:18]. (7) Given the reactants [Br-:1].[Br-].[Br-].C1([N+](C)(C)C)C=CC=CC=1.C1([N+](C)(C)C)C=CC=CC=1.C1([N+](C)(C)C)C=CC=CC=1.[N+:34]([C:37]1[CH:38]=[C:39]([C:43](=[O:45])[CH3:44])[CH:40]=[CH:41][CH:42]=1)([O-:36])=[O:35], predict the reaction product. The product is: [Br:1][CH2:44][C:43]([C:39]1[CH:40]=[CH:41][CH:42]=[C:37]([N+:34]([O-:36])=[O:35])[CH:38]=1)=[O:45]. (8) The product is: [NH:12]1[C:16]2[CH:17]=[CH:18][CH:19]=[CH:20][C:15]=2[N:14]=[C:13]1[CH2:21][N:22]([CH2:23][C:24]1[CH:29]=[CH:28][C:27]([CH2:30][NH:31][CH:9]([C:4]2[CH:5]=[CH:6][CH:7]=[CH:8][C:3]=2[O:2][CH3:1])[CH3:10])=[CH:26][CH:25]=1)[CH:32]1[C:41]2[N:40]=[CH:39][CH:38]=[CH:37][C:36]=2[CH2:35][CH2:34][CH2:33]1. Given the reactants [CH3:1][O:2][C:3]1[CH:8]=[CH:7][CH:6]=[CH:5][C:4]=1[C:9](=O)[CH3:10].[NH:12]1[C:16]2[CH:17]=[CH:18][CH:19]=[CH:20][C:15]=2[N:14]=[C:13]1[CH2:21][N:22]([CH:32]1[C:41]2[N:40]=[CH:39][CH:38]=[CH:37][C:36]=2[CH2:35][CH2:34][CH2:33]1)[CH2:23][C:24]1[CH:29]=[CH:28][C:27]([CH2:30][NH2:31])=[CH:26][CH:25]=1.CC(O)=O.[BH-](OC(C)=O)(OC(C)=O)OC(C)=O.[Na+], predict the reaction product. (9) Given the reactants [S:1]1[C:5]2[CH:6]=[CH:7][CH:8]=[CH:9][C:4]=2[CH:3]=[C:2]1[CH2:10][C:11]1[CH:20]=[CH:19][C:14]([C:15]([O:17]C)=[O:16])=[C:13]([C@@H:21]2[O:50][C@H:49]([CH2:51][O:52][CH2:53][C:54]3[CH:59]=[CH:58][CH:57]=[CH:56][CH:55]=3)[C@@H:40]([O:41][CH2:42][C:43]3[CH:48]=[CH:47][CH:46]=[CH:45][CH:44]=3)[C@H:31]([O:32][CH2:33][C:34]3[CH:39]=[CH:38][CH:37]=[CH:36][CH:35]=3)[C@H:22]2[O:23][CH2:24][C:25]2[CH:30]=[CH:29][CH:28]=[CH:27][CH:26]=2)[CH:12]=1.CO.[OH-].[Na+].Cl, predict the reaction product. The product is: [S:1]1[C:5]2[CH:6]=[CH:7][CH:8]=[CH:9][C:4]=2[CH:3]=[C:2]1[CH2:10][C:11]1[CH:20]=[CH:19][C:14]([C:15]([OH:17])=[O:16])=[C:13]([C@@H:21]2[O:50][C@H:49]([CH2:51][O:52][CH2:53][C:54]3[CH:55]=[CH:56][CH:57]=[CH:58][CH:59]=3)[C@@H:40]([O:41][CH2:42][C:43]3[CH:44]=[CH:45][CH:46]=[CH:47][CH:48]=3)[C@H:31]([O:32][CH2:33][C:34]3[CH:39]=[CH:38][CH:37]=[CH:36][CH:35]=3)[C@H:22]2[O:23][CH2:24][C:25]2[CH:26]=[CH:27][CH:28]=[CH:29][CH:30]=2)[CH:12]=1. (10) Given the reactants [F:1][C:2]1[CH:3]=[C:4]([O:8][CH2:9][C:10]([OH:12])=[O:11])[CH:5]=[CH:6][CH:7]=1.S(Cl)(Cl)=O.[CH3:17]O, predict the reaction product. The product is: [CH3:17][O:11][C:10](=[O:12])[CH2:9][O:8][C:4]1[CH:5]=[CH:6][CH:7]=[C:2]([F:1])[CH:3]=1.